From a dataset of Catalyst prediction with 721,799 reactions and 888 catalyst types from USPTO. Predict which catalyst facilitates the given reaction. (1) The catalyst class is: 6. Product: [F:1][C:2]1[CH:7]=[CH:6][C:5]([C:8]2([CH3:11])[CH2:9][O:10]2)=[CH:4][CH:3]=1. Reactant: [F:1][C:2]1[CH:7]=[CH:6][C:5]([C:8](=[O:10])[CH3:9])=[CH:4][CH:3]=1.[CH3:11]S(C)=O. (2) Reactant: [CH2:1]([NH:3][C:4]1[CH:9]=[CH:8][CH:7]=[CH:6][CH:5]=1)[CH3:2].[H-].[Na+].[C:12]([O:15][CH2:16]Br)(=[O:14])[CH3:13]. Product: [CH2:1]([N:3]([C:4]1[CH:9]=[CH:8][CH:7]=[CH:6][CH:5]=1)[CH2:13][C:12]([O:15][CH3:16])=[O:14])[CH3:2]. The catalyst class is: 3. (3) Reactant: [NH2:1][C:2]1[N:7]=[CH:6][N:5]=[C:4]2[N:8]([CH:12]([C:14]3[C:15]([O:33][CH2:34][CH3:35])=[C:16]([C:22]4[CH:23]=[CH:24][C:25]([C:28]([N:30]([CH3:32])[CH3:31])=[O:29])=[N:26][CH:27]=4)[C:17]([CH3:21])=[C:18]([Cl:20])[CH:19]=3)[CH3:13])[N:9]=[C:10](I)[C:3]=12.[Cu](C#N)[C:37]#[N:38]. Product: [NH2:1][C:2]1[N:7]=[CH:6][N:5]=[C:4]2[N:8]([CH:12]([C:14]3[C:15]([O:33][CH2:34][CH3:35])=[C:16]([C:22]4[CH:23]=[CH:24][C:25]([C:28]([N:30]([CH3:32])[CH3:31])=[O:29])=[N:26][CH:27]=4)[C:17]([CH3:21])=[C:18]([Cl:20])[CH:19]=3)[CH3:13])[N:9]=[C:10]([C:37]#[N:38])[C:3]=12. The catalyst class is: 9. (4) Reactant: Br[C:2]1[CH:3]=[CH:4][C:5]([Cl:8])=[N:6][CH:7]=1.C([Mg]Cl)(C)C.[CH:14]1[C:23]2[C:18](=[CH:19][CH:20]=[CH:21][CH:22]=2)[CH2:17][CH2:16][N:15]=1.Cl[C:25]([O:27][CH2:28][C:29]1[CH:34]=[CH:33][CH:32]=[CH:31][CH:30]=1)=[O:26].[C@H](O)(C([O-])=O)[C@@H](O)C([O-])=O.[Na+].[K+]. Product: [Cl:8][C:5]1[N:6]=[CH:7][C:2]([CH:14]2[C:23]3[C:18](=[CH:19][CH:20]=[CH:21][CH:22]=3)[CH2:17][CH2:16][N:15]2[C:25]([O:27][CH2:28][C:29]2[CH:34]=[CH:33][CH:32]=[CH:31][CH:30]=2)=[O:26])=[CH:3][CH:4]=1. The catalyst class is: 1.